Dataset: Orexin1 receptor HTS with 218,158 compounds and 233 confirmed actives. Task: Binary Classification. Given a drug SMILES string, predict its activity (active/inactive) in a high-throughput screening assay against a specified biological target. (1) The molecule is Brc1cc(C(=O)Nc2cc(NC(=O)CCCC)ccc2)ccc1. The result is 0 (inactive). (2) The compound is O=C(N\N=C\c1c(n(nc1C)c1ccccc1)C)c1[nH]nc(c2ccccc2)c1. The result is 1 (active). (3) The molecule is O(c1c([N+]([O-])=O)cccc1)CC(=O)Nc1ncc(cc1)C. The result is 0 (inactive). (4) The drug is O=C(N1CCCC1)C1CCCN(C1)Cc1ccc(OC)cc1. The result is 0 (inactive). (5) The compound is s1cc(CN2C(CN(CC2)Cc2c3nonc3ccc2)CCO)cc1. The result is 0 (inactive). (6) The molecule is S(CCC(=O)Nc1noc(c1)C)c1ccc(cc1)C. The result is 0 (inactive). (7) The drug is S=C(NCCCN1CCN(CC1)CCC)Nc1cc2c(cc(N3CCN(CC3)CC)nc2cc1)C. The result is 0 (inactive).